This data is from Forward reaction prediction with 1.9M reactions from USPTO patents (1976-2016). The task is: Predict the product of the given reaction. (1) Given the reactants [CH2:1]([S:3]([C:6]1[CH:7]=[C:8]([C:12]2[C:17]3[C:18]4[C:19]([NH:25][C:16]=3[C:15](=O)[N:14](CC3C=CC(OC)=CC=3)[CH:13]=2)=[N:20][CH:21]=[C:22]([CH3:24])[CH:23]=4)[CH:9]=[CH:10][CH:11]=1)(=[O:5])=[O:4])[CH3:2].O=P(Cl)(Cl)[Cl:38], predict the reaction product. The product is: [Cl:38][C:15]1[C:16]2[NH:25][C:19]3[N:20]=[CH:21][C:22]([CH3:24])=[CH:23][C:18]=3[C:17]=2[C:12]([C:8]2[CH:9]=[CH:10][CH:11]=[C:6]([S:3]([CH2:1][CH3:2])(=[O:5])=[O:4])[CH:7]=2)=[CH:13][N:14]=1. (2) Given the reactants Br[C:2]1[CH:3]=[N:4][C:5]2[C:10]([CH:11]=1)=[CH:9][CH:8]=[CH:7][CH:6]=2.[CH2:12]([Li])[CH2:13][CH2:14]C.C(Br)C=C.[Cl-].[NH4+], predict the reaction product. The product is: [CH2:14]([C:2]1[CH:3]=[N:4][C:5]2[C:10]([CH:11]=1)=[CH:9][CH:8]=[CH:7][CH:6]=2)[CH:13]=[CH2:12]. (3) Given the reactants C(O)(C(F)(F)F)=O.[NH2:8][C@H:9]1[CH2:14][CH2:13][C@H:12]([NH:15][C:16]2[CH:17]=[C:18]([NH:34]CC3C=CC(OC)=CC=3)[C:19]3[N:20]([C:22]([C:25]([NH:27][C:28]4[CH:33]=[CH:32][N:31]=[CH:30][CH:29]=4)=[O:26])=[CH:23][N:24]=3)[N:21]=2)[CH2:11][CH2:10]1, predict the reaction product. The product is: [NH2:34][C:18]1[C:19]2[N:20]([C:22]([C:25]([NH:27][C:28]3[CH:29]=[CH:30][N:31]=[CH:32][CH:33]=3)=[O:26])=[CH:23][N:24]=2)[N:21]=[C:16]([NH:15][CH:12]2[CH2:13][CH2:14][CH:9]([NH2:8])[CH2:10][CH2:11]2)[CH:17]=1. (4) The product is: [Na+:39].[CH3:1][O:2][C:3]1[CH:4]=[CH:5][C:6]([C:9]2[C:17]3[C:16]([NH:18][CH2:19][CH2:20][CH2:21][CH2:22][CH2:23][C:24]([O-:26])=[O:25])=[N:15][CH:14]=[N:13][C:12]=3[O:11][C:10]=2[C:27]2[CH:28]=[CH:29][CH:30]=[CH:31][CH:32]=2)=[CH:7][CH:8]=1. Given the reactants [CH3:1][O:2][C:3]1[CH:8]=[CH:7][C:6]([C:9]2[C:17]3[C:16]([NH:18][CH2:19][CH2:20][CH2:21][CH2:22][CH2:23][C:24]([OH:26])=[O:25])=[N:15][CH:14]=[N:13][C:12]=3[O:11][C:10]=2[C:27]2[CH:32]=[CH:31][CH:30]=[CH:29][CH:28]=2)=[CH:5][CH:4]=1.C1COCC1.[OH-].[Na+:39], predict the reaction product. (5) Given the reactants [Si]([O:8][C@@H:9]1[CH2:12][C@H:11]([CH:13]([NH:15]S(C(C)(C)C)=O)[CH3:14])[CH2:10]1)(C(C)(C)C)(C)C.[ClH:22], predict the reaction product. The product is: [ClH:22].[NH2:15][CH:13]([C@@H:11]1[CH2:12][C@H:9]([OH:8])[CH2:10]1)[CH3:14]. (6) Given the reactants [C:1]([C:4]1[CH:14]=[CH:13][C:7]2[O:8][CH2:9][C:10](=[O:12])[NH:11][C:6]=2[CH:5]=1)(=[O:3])[CH3:2].[F:15][CH:16]([F:22])[C:17](OCC)=[O:18], predict the reaction product. The product is: [F:15][CH:16]([F:22])[C:17]([OH:18])=[CH:2][C:1]([C:4]1[CH:14]=[CH:13][C:7]2[O:8][CH2:9][C:10](=[O:12])[NH:11][C:6]=2[CH:5]=1)=[O:3].